Dataset: Peptide-MHC class I binding affinity with 185,985 pairs from IEDB/IMGT. Task: Regression. Given a peptide amino acid sequence and an MHC pseudo amino acid sequence, predict their binding affinity value. This is MHC class I binding data. (1) The peptide sequence is DRKLARNSL. The MHC is HLA-A31:01 with pseudo-sequence HLA-A31:01. The binding affinity (normalized) is 0. (2) The peptide sequence is ARLSSPIVL. The MHC is HLA-A02:12 with pseudo-sequence HLA-A02:12. The binding affinity (normalized) is 0.0847. (3) The peptide sequence is VNIKYNPHI. The MHC is HLA-B15:01 with pseudo-sequence HLA-B15:01. The binding affinity (normalized) is 0.542.